This data is from Peptide-MHC class II binding affinity with 134,281 pairs from IEDB. The task is: Regression. Given a peptide amino acid sequence and an MHC pseudo amino acid sequence, predict their binding affinity value. This is MHC class II binding data. (1) The binding affinity (normalized) is 0.358. The MHC is DRB1_0401 with pseudo-sequence DRB1_0401. The peptide sequence is YAIKTGHPRYFNQLSTGLDM. (2) The peptide sequence is YDKFRANVSTVLTGK. The MHC is DRB1_1302 with pseudo-sequence DRB1_1302. The binding affinity (normalized) is 1.00.